From a dataset of Full USPTO retrosynthesis dataset with 1.9M reactions from patents (1976-2016). Predict the reactants needed to synthesize the given product. (1) Given the product [Br:6][C:7]1[CH:8]=[CH:9][C:10]([N:15]2[CH2:20][CH2:19][CH2:18][CH2:17][CH:16]2[CH3:21])=[C:11]([CH2:13][O:14][CH3:22])[CH:12]=1, predict the reactants needed to synthesize it. The reactants are: CS(Cl)(=O)=O.[Br:6][C:7]1[CH:8]=[CH:9][C:10]([N:15]2[CH2:20][CH2:19][CH2:18][CH2:17][CH:16]2[CH3:21])=[C:11]([CH2:13][OH:14])[CH:12]=1.[CH3:22]CN(C(C)C)C(C)C.CCOCC. (2) The reactants are: [NH2:1][C:2]1[CH:3]=[C:4]([CH:25]=[CH:26][C:27]=1[NH2:28])[C:5]([NH:7][N:8]=[C:9]([C:11]1[C:15]([OH:16])=[C:14]([C:17]2[CH:22]=[CH:21][C:20]([Cl:23])=[C:19]([Cl:24])[CH:18]=2)[S:13][CH:12]=1)[CH3:10])=[O:6].C[C:30](C)([O-:32])C.[Na+].Cl. Given the product [Cl:24][C:19]1[CH:18]=[C:17]([C:14]2[S:13][CH:12]=[C:11]([C:9](=[N:8][NH:7][C:5]([C:4]3[CH:25]=[CH:26][C:27]4[NH:28][C:30](=[O:32])[NH:1][C:2]=4[CH:3]=3)=[O:6])[CH3:10])[C:15]=2[OH:16])[CH:22]=[CH:21][C:20]=1[Cl:23], predict the reactants needed to synthesize it. (3) Given the product [C:2]([C:7]1[O:11][C:10]([CH2:12][N:13]2[CH:17]=[C:16]([NH:18][C:27](=[O:28])/[CH:26]=[CH:25]/[C:20]3[CH:21]=[CH:22][CH:23]=[CH:24][C:19]=3[CH3:30])[CH:15]=[N:14]2)=[CH:9][CH:8]=1)(=[O:6])[CH3:1], predict the reactants needed to synthesize it. The reactants are: [CH3:1][C:2]1([C:7]2[O:11][C:10]([CH2:12][N:13]3[CH:17]=[C:16]([NH2:18])[CH:15]=[N:14]3)=[CH:9][CH:8]=2)[O:6]CCO1.[C:19]1([CH3:30])[CH:24]=[CH:23][CH:22]=[CH:21][C:20]=1/[CH:25]=[CH:26]/[C:27](O)=[O:28]. (4) Given the product [C:9]([O:6][O:5][C:1]([CH3:4])([CH3:3])[CH3:2])(=[O:13])[CH:10]([CH3:12])[CH3:11], predict the reactants needed to synthesize it. The reactants are: [C:1]([O:5][OH:6])([CH3:4])([CH3:3])[CH3:2].[OH-].[K+].[C:9](Cl)(=[O:13])[CH:10]([CH3:12])[CH3:11]. (5) Given the product [CH3:1][C:2]1[CH:3]=[C:4]([C:15]([CH:19]2[C:18](=[O:22])[CH2:35][CH2:36][CH2:31][C:32]2=[O:37])=[O:17])[C:5](=[O:14])[N:6]([C:8]2[CH:9]=[CH:10][CH:11]=[CH:12][CH:13]=2)[N:7]=1, predict the reactants needed to synthesize it. The reactants are: [CH3:1][C:2]1[CH:3]=[C:4]([C:15]([OH:17])=O)[C:5](=[O:14])[N:6]([C:8]2[CH:13]=[CH:12][CH:11]=[CH:10][CH:9]=2)[N:7]=1.[C:18](Cl)(=[O:22])[C:19](Cl)=O.C(N(CC)CC)C.[C:31]1(=O)[CH2:36][CH2:35]CC[C:32]1=[O:37]. (6) Given the product [OH:38][CH2:37][CH2:36][NH:35][C:16]([C@@H:9]1[CH2:10][C:11](=[N:13][O:14][CH3:15])[CH2:12][N:8]1[C:6]([C:29]1[CH:28]=[CH:27][C:26]([C:21]2[CH:22]=[CH:23][CH:24]=[CH:25][C:20]=2[CH3:19])=[CH:31][CH:30]=1)=[O:7])=[O:18], predict the reactants needed to synthesize it. The reactants are: C(O[C:6]([N:8]1[CH2:12][C:11](=[N:13][O:14][CH3:15])[CH2:10][C@H:9]1[C:16]([OH:18])=O)=[O:7])(C)(C)C.[CH3:19][C:20]1[CH:25]=[CH:24][CH:23]=[CH:22][C:21]=1[C:26]1[CH:31]=[CH:30][C:29](C(O)=O)=[CH:28][CH:27]=1.[NH2:35][CH2:36][CH2:37][OH:38]. (7) The reactants are: Br[C:2]1[C:3]2[N:4]([CH:14]=[CH:15][N:16]=2)[N:5]=[C:6]([C:8]2[CH:13]=[CH:12][CH:11]=[CH:10][CH:9]=2)[CH:7]=1.[CH3:17][C:18]1([CH3:30])[CH2:22][CH2:21][N:20]([C:23]2[N:28]=[C:27]([NH2:29])[CH:26]=[CH:25][CH:24]=2)[CH2:19]1.C1C=CC(P(C2C(C3C(P(C4C=CC=CC=4)C4C=CC=CC=4)=CC=C4C=3C=CC=C4)=C3C(C=CC=C3)=CC=2)C2C=CC=CC=2)=CC=1.C([O-])([O-])=O.[Cs+].[Cs+]. Given the product [CH3:17][C:18]1([CH3:30])[CH2:22][CH2:21][N:20]([C:23]2[N:28]=[C:27]([NH:29][C:2]3[C:3]4[N:4]([CH:14]=[CH:15][N:16]=4)[N:5]=[C:6]([C:8]4[CH:13]=[CH:12][CH:11]=[CH:10][CH:9]=4)[CH:7]=3)[CH:26]=[CH:25][CH:24]=2)[CH2:19]1, predict the reactants needed to synthesize it.